This data is from Reaction yield outcomes from USPTO patents with 853,638 reactions. The task is: Predict the reaction yield, written as a fraction of the theoretical maximum amount of product (1.0 means a 100% yield; for example, 0.34 means a 34% yield). (1) The reactants are [Br:1][C:2]1[CH:7]=[CH:6][C:5]([NH:8][C:9]([NH:11][NH:12][C:13](=O)[CH2:14][C@@H:15]2[CH2:19][CH2:18][N:17]([C:20]([O:22][C:23]([CH3:26])([CH3:25])[CH3:24])=[O:21])[CH2:16]2)=[O:10])=[C:4]([F:28])[CH:3]=1.C([O-])([O-])=O.[K+].[K+].CC(OC(OC(OC(C)(C)C)=O)=O)(C)C.Cl. The catalyst is C(OCC)(=O)C.C(O)CC.O. The product is [Br:1][C:2]1[CH:7]=[CH:6][C:5]([N:8]2[C:9](=[O:10])[NH:11][N:12]=[C:13]2[CH2:14][C@@H:15]2[CH2:19][CH2:18][N:17]([C:20]([O:22][C:23]([CH3:26])([CH3:25])[CH3:24])=[O:21])[CH2:16]2)=[C:4]([F:28])[CH:3]=1. The yield is 0.390. (2) The catalyst is CC(C)=O. The reactants are [CH:1]([C:4]1[CH:9]=[C:8]([O:10][CH3:11])[C:7]([CH3:12])=[CH:6][C:5]=1[OH:13])([CH3:3])[CH3:2].C(=O)([O-])[O-].[K+].[K+].Br[CH2:21][C:22]([O:24][CH2:25][CH3:26])=[O:23]. The yield is 0.820. The product is [CH2:25]([O:24][C:22](=[O:23])[CH2:21][O:13][C:5]1[CH:6]=[C:7]([CH3:12])[C:8]([O:10][CH3:11])=[CH:9][C:4]=1[CH:1]([CH3:3])[CH3:2])[CH3:26]. (3) The reactants are Br[C:2]1[CH:3]=[CH:4][CH:5]=[C:6]2[C:10]=1[NH:9][C:8]([C:11]([O:13][CH2:14][CH3:15])=[O:12])=[CH:7]2.[CH3:16][N:17]1[CH:21]=[C:20](B2OC(C)(C)C(C)(C)O2)[CH:19]=[N:18]1.[O-]P([O-])([O-])=O.[K+].[K+].[K+]. The catalyst is O1CCOCC1.O. The product is [CH3:16][N:17]1[CH:21]=[C:20]([C:2]2[CH:3]=[CH:4][CH:5]=[C:6]3[C:10]=2[NH:9][C:8]([C:11]([O:13][CH2:14][CH3:15])=[O:12])=[CH:7]3)[CH:19]=[N:18]1. The yield is 0.940. (4) The reactants are CN(C=O)C.[C:6]([Cl:11])(=O)[C:7](Cl)=O.[N:12]1[C:17]2[CH:18]=[CH:19][S:20][C:16]=2C(=O)N[CH:13]=1.O. The catalyst is C(Cl)Cl. The product is [Cl:11][C:6]1[CH:7]=[CH:13][N:12]=[C:17]2[CH:18]=[CH:19][S:20][C:16]=12. The yield is 0.990.